This data is from Full USPTO retrosynthesis dataset with 1.9M reactions from patents (1976-2016). The task is: Predict the reactants needed to synthesize the given product. (1) Given the product [OH:16][C:11]1[C:12](=[O:15])[N:13]([CH3:14])[C:8]([C:6]2[CH:5]=[CH:4][N:3]=[C:2]([C:21]3[CH:22]=[CH:23][CH:24]=[C:25]4[C:20]=3[CH:19]=[CH:18][NH:17]4)[CH:7]=2)=[N:9][CH:10]=1, predict the reactants needed to synthesize it. The reactants are: Br[C:2]1[CH:7]=[C:6]([C:8]2[N:13]([CH3:14])[C:12](=[O:15])[C:11]([OH:16])=[CH:10][N:9]=2)[CH:5]=[CH:4][N:3]=1.[NH:17]1[C:25]2[C:20](=[C:21](B(O)O)[CH:22]=[CH:23][CH:24]=2)[CH:19]=[CH:18]1. (2) Given the product [OH:28][N:27]=[CH:1][C:3]1[N:4]=[C:5]([CH:8]2[CH2:13][CH2:12][N:11]([C:14](=[O:26])[CH2:15][N:16]3[C:20]([CH3:21])=[CH:19][C:18]([C:22]([F:25])([F:24])[F:23])=[N:17]3)[CH2:10][CH2:9]2)[S:6][CH:7]=1, predict the reactants needed to synthesize it. The reactants are: [CH:1]([C:3]1[N:4]=[C:5]([CH:8]2[CH2:13][CH2:12][N:11]([C:14](=[O:26])[CH2:15][N:16]3[C:20]([CH3:21])=[CH:19][C:18]([C:22]([F:25])([F:24])[F:23])=[N:17]3)[CH2:10][CH2:9]2)[S:6][CH:7]=1)=O.[NH2:27][OH:28]. (3) Given the product [CH3:23][O:24]/[N:25]=[CH:1]/[C:3]1[CH:4]=[C:5]([CH:10]=[CH:11][C:12]=1[O:13][CH2:14][CH2:15][N:16]1[CH2:21][CH2:20][O:19][CH2:18][CH2:17]1)[C:6]([O:8][CH3:9])=[O:7], predict the reactants needed to synthesize it. The reactants are: [CH:1]([C:3]1[CH:4]=[C:5]([CH:10]=[CH:11][C:12]=1[O:13][CH2:14][CH2:15][N:16]1[CH2:21][CH2:20][O:19][CH2:18][CH2:17]1)[C:6]([O:8][CH3:9])=[O:7])=O.Cl.[CH3:23][O:24][NH2:25]. (4) Given the product [CH3:15][C:11]12[C:12]([CH3:13])([CH3:14])[CH:7]([NH:8][CH2:9][CH2:10]1)[CH2:6][C:5]1[CH:18]=[CH:19][CH:20]=[C:3]([OH:2])[C:4]2=1, predict the reactants needed to synthesize it. The reactants are: C[O:2][C:3]1[CH:4]=[C:5]([CH:18]=[CH:19][CH:20]=1)[CH2:6][CH:7]1[C:12]([CH3:14])([CH3:13])[C:11](=[CH2:15])[CH2:10][CH2:9][N:8]1C=O.Br.